This data is from Peptide-MHC class I binding affinity with 185,985 pairs from IEDB/IMGT. The task is: Regression. Given a peptide amino acid sequence and an MHC pseudo amino acid sequence, predict their binding affinity value. This is MHC class I binding data. (1) The peptide sequence is IAYERMCNIL. The MHC is HLA-A02:03 with pseudo-sequence HLA-A02:03. The binding affinity (normalized) is 0.103. (2) The peptide sequence is ATFRLECPY. The MHC is HLA-A03:01 with pseudo-sequence HLA-A03:01. The binding affinity (normalized) is 0.441. (3) The MHC is HLA-B18:01 with pseudo-sequence HLA-B18:01. The peptide sequence is YEGNSPFHPL. The binding affinity (normalized) is 0.130.